Dataset: Full USPTO retrosynthesis dataset with 1.9M reactions from patents (1976-2016). Task: Predict the reactants needed to synthesize the given product. (1) Given the product [CH2:1]([N:8]([CH2:9][C:10]1[NH:11][CH:12]=[C:13]([C:15]2[CH:16]=[CH:17][C:18]([C:21]3[CH:26]=[CH:25][CH:24]=[CH:23][CH:22]=3)=[CH:19][CH:20]=2)[N:14]=1)[CH2:34][CH2:35][CH2:36][CH2:37][CH2:38][CH3:39])[C:2]1[CH:3]=[CH:4][CH:5]=[CH:6][CH:7]=1, predict the reactants needed to synthesize it. The reactants are: [CH2:1]([NH:8][CH2:9][C:10]1[NH:11][CH:12]=[C:13]([C:15]2[CH:20]=[CH:19][C:18]([C:21]3[CH:26]=[CH:25][CH:24]=[CH:23][CH:22]=3)=[CH:17][CH:16]=2)[N:14]=1)[C:2]1[CH:7]=[CH:6][CH:5]=[CH:4][CH:3]=1.C(=O)([O-])[O-].[K+].[K+].[Br-].[CH3:34][CH2:35][CH2:36][CH2:37][CH2:38][CH3:39]. (2) Given the product [CH3:17][C:14]1([CH3:16])[C:13]([CH3:19])([CH3:18])[O:12][B:11]([C:8]2[CH:7]=[CH:6][C:5]([CH:4]([CH3:22])[C:3]([O:2][CH3:1])=[O:20])=[CH:10][CH:9]=2)[O:15]1, predict the reactants needed to synthesize it. The reactants are: [CH3:1][O:2][C:3](=[O:20])[CH2:4][C:5]1[CH:10]=[CH:9][C:8]([B:11]2[O:15][C:14]([CH3:17])([CH3:16])[C:13]([CH3:19])([CH3:18])[O:12]2)=[CH:7][CH:6]=1.[Li+].[CH3:22]C([N-]C(C)C)C.CI. (3) Given the product [CH:8]([C:11]1[C:15]([NH2:16])=[N:14][N:13]2[C:1]([CH3:2])=[CH:4][C:5]([CH3:6])=[N:17][C:12]=12)([CH3:10])[CH3:9], predict the reactants needed to synthesize it. The reactants are: [C:1]([CH2:4][C:5](=O)[CH3:6])(=O)[CH3:2].[CH:8]([C:11]1[C:12]([NH2:17])=[N:13][NH:14][C:15]=1[NH2:16])([CH3:10])[CH3:9].Cl.NO. (4) The reactants are: [CH3:1][C:2]1[CH:7]=[CH:6][C:5]([NH:8][C:9]([O:11][CH2:12][C:13]2[CH:18]=[CH:17][CH:16]=[CH:15][CH:14]=2)=[O:10])=[CH:4][C:3]=1[CH:19]1[CH2:24][CH2:23][NH:22][CH2:21][CH2:20]1.[F:25][C:26]1[CH:40]=[C:39]([F:41])[C:38]([F:42])=[CH:37][C:27]=1[O:28][C:29]1[CH:36]=[CH:35][C:32]([CH:33]=O)=[CH:31][CH:30]=1.C(O)(=O)C.C(O[BH-](OC(=O)C)OC(=O)C)(=O)C.[Na+].C([O-])(O)=O.[Na+]. Given the product [CH3:1][C:2]1[CH:7]=[CH:6][C:5]([NH:8][C:9]([O:11][CH2:12][C:13]2[CH:18]=[CH:17][CH:16]=[CH:15][CH:14]=2)=[O:10])=[CH:4][C:3]=1[CH:19]1[CH2:20][CH2:21][N:22]([CH2:33][C:32]2[CH:35]=[CH:36][C:29]([O:28][C:27]3[CH:37]=[C:38]([F:42])[C:39]([F:41])=[CH:40][C:26]=3[F:25])=[CH:30][CH:31]=2)[CH2:23][CH2:24]1, predict the reactants needed to synthesize it.